This data is from Full USPTO retrosynthesis dataset with 1.9M reactions from patents (1976-2016). The task is: Predict the reactants needed to synthesize the given product. (1) Given the product [ClH:30].[F:25][C:10]1([C:6]2[CH:5]=[C:4]([NH:3][S:27]([CH3:26])(=[O:29])=[O:28])[CH:9]=[CH:8][CH:7]=2)[CH2:11][CH2:12][N:13]([CH2:16][CH2:17][O:18][C:19]2[CH:20]=[CH:21][CH:22]=[CH:23][CH:24]=2)[CH2:14][CH2:15]1, predict the reactants needed to synthesize it. The reactants are: Cl.Cl.[NH2:3][C:4]1[CH:5]=[C:6]([C:10]2([F:25])[CH2:15][CH2:14][N:13]([CH2:16][CH2:17][O:18][C:19]3[CH:24]=[CH:23][CH:22]=[CH:21][CH:20]=3)[CH2:12][CH2:11]2)[CH:7]=[CH:8][CH:9]=1.[CH3:26][S:27]([Cl:30])(=[O:29])=[O:28].C(N(C(C)C)CC)(C)C. (2) Given the product [C:32]([O:36][C:37]([N:39]1[CH2:44][CH2:43][N:42]([C:2]2[N:7]=[C:6]([C:8]3[CH:13]=[CH:12][C:11]([F:14])=[C:10]([Cl:15])[CH:9]=3)[CH:5]=[C:4]([N:16]3[CH2:17][CH2:18][N:19]([C:22]4[C:27]([C:28]([F:31])([F:29])[F:30])=[CH:26][CH:25]=[CH:24][N:23]=4)[CH2:20][CH2:21]3)[N:3]=2)[C:41](=[O:45])[CH2:40]1)=[O:38])([CH3:35])([CH3:33])[CH3:34], predict the reactants needed to synthesize it. The reactants are: Cl[C:2]1[N:7]=[C:6]([C:8]2[CH:13]=[CH:12][C:11]([F:14])=[C:10]([Cl:15])[CH:9]=2)[CH:5]=[C:4]([N:16]2[CH2:21][CH2:20][N:19]([C:22]3[C:27]([C:28]([F:31])([F:30])[F:29])=[CH:26][CH:25]=[CH:24][N:23]=3)[CH2:18][CH2:17]2)[N:3]=1.[C:32]([O:36][C:37]([N:39]1[CH2:44][CH2:43][NH:42][C:41](=[O:45])[CH2:40]1)=[O:38])([CH3:35])([CH3:34])[CH3:33].C([O-])([O-])=O.[Cs+].[Cs+].C1(P(C2C=CC=CC=2)C2C3OC4C(=CC=CC=4P(C4C=CC=CC=4)C4C=CC=CC=4)C(C)(C)C=3C=CC=2)C=CC=CC=1. (3) The reactants are: [OH:1][C:2]1[C:7]2[CH:8]=[CH:9][CH:10]=[CH:11][C:6]=2[O:5][C:4](=[O:12])[C:3]=1[C:13](=[O:28])[CH:14]=[CH:15][C:16]1[CH:21]=[CH:20][C:19]([O:22][C:23]([F:26])([F:25])[F:24])=[C:18]([Cl:27])[CH:17]=1.[H-].[Na+].S(OC)(O[CH3:35])(=O)=O. Given the product [CH3:35][O:1][C:2]1[C:7]2[CH:8]=[CH:9][CH:10]=[CH:11][C:6]=2[O:5][C:4](=[O:12])[C:3]=1[C:13](=[O:28])[CH:14]=[CH:15][C:16]1[CH:21]=[CH:20][C:19]([O:22][C:23]([F:24])([F:25])[F:26])=[C:18]([Cl:27])[CH:17]=1, predict the reactants needed to synthesize it. (4) Given the product [O:30]=[C:12]([NH:13][CH2:14][C:15]1[N:16]=[N:17][N:18]([C:20]2[CH:25]=[CH:24][C:23]([S:26](=[O:28])(=[O:29])[NH2:27])=[CH:22][CH:21]=2)[CH:19]=1)[C@@H:11]([NH:10][C:9]([C@H:8]1[O:7][C@@H:6]1[C:4]([OH:5])=[O:3])=[O:37])[CH2:31][C:32]1[N:33]=[CH:34][S:35][CH:36]=1, predict the reactants needed to synthesize it. The reactants are: C([O:3][C:4]([C@@H:6]1[C@@H:8]([C:9](=[O:37])[NH:10][C@@H:11]([CH2:31][C:32]2[N:33]=[CH:34][S:35][CH:36]=2)[C:12](=[O:30])[NH:13][CH2:14][C:15]2[N:16]=[N:17][N:18]([C:20]3[CH:25]=[CH:24][C:23]([S:26](=[O:29])(=[O:28])[NH2:27])=[CH:22][CH:21]=3)[CH:19]=2)[O:7]1)=[O:5])C.[Li+].[OH-]. (5) Given the product [F:17][C:18]1[CH:23]=[CH:22][C:21]([C:24]2[O:25][C:26]3[CH:36]=[C:35]([N:37]([CH3:42])[S:38]([CH3:41])(=[O:39])=[O:40])[C:34]([C:2]4[CH:3]=[CH:4][C:5]5[O:9][N:8]=[C:7]([C:10]6[CH:15]=[CH:14][CH:13]=[CH:12][CH:11]=6)[C:6]=5[CH:16]=4)=[CH:33][C:27]=3[C:28]=2[C:29]([NH:31][CH3:32])=[O:30])=[CH:20][CH:19]=1, predict the reactants needed to synthesize it. The reactants are: Br[C:2]1[CH:3]=[CH:4][C:5]2[O:9][N:8]=[C:7]([C:10]3[CH:15]=[CH:14][CH:13]=[CH:12][CH:11]=3)[C:6]=2[CH:16]=1.[F:17][C:18]1[CH:23]=[CH:22][C:21]([C:24]2[O:25][C:26]3[CH:36]=[C:35]([N:37]([CH3:42])[S:38]([CH3:41])(=[O:40])=[O:39])[C:34](B4OC(C)(C)C(C)(C)O4)=[CH:33][C:27]=3[C:28]=2[C:29]([NH:31][CH3:32])=[O:30])=[CH:20][CH:19]=1.C(Cl)Cl.CO.